From a dataset of Forward reaction prediction with 1.9M reactions from USPTO patents (1976-2016). Predict the product of the given reaction. (1) Given the reactants [Cl:1][C:2]1[N:3]=[C:4](Cl)[C:5]2[CH:10]=[CH:9][NH:8][C:6]=2[N:7]=1.[NH2:12][CH:13]1[CH2:18][CH2:17][CH2:16][CH:15]([C:19]([OH:21])=[O:20])[CH2:14]1.C([O-])([O-])=O.[K+].[K+], predict the reaction product. The product is: [C:19]([CH:15]1[CH2:16][CH2:17][CH2:18][CH:13]([NH:12][C:4]2[C:5]3[CH:10]=[CH:9][NH:8][C:6]=3[N:7]=[C:2]([Cl:1])[N:3]=2)[CH2:14]1)([OH:21])=[O:20]. (2) The product is: [CH:8]1([NH:11][C:12](=[O:40])[C:13]2[CH:18]=[CH:17][C:16]([C:19]3[N:23]4[CH:24]=[C:25]([C:32]([N:34]5[CH2:39][CH2:38][CH2:37][CH2:36][CH2:35]5)=[O:33])[N:26]=[C:27]([NH:48][CH2:47][CH:44]5[CH2:45][CH2:46][O:41][CH2:42][CH2:43]5)[C:22]4=[N:21][CH:20]=3)=[CH:15][CH:14]=2)[CH2:10][CH2:9]1. Given the reactants CN1C(=O)CCC1.[CH:8]1([NH:11][C:12](=[O:40])[C:13]2[CH:18]=[CH:17][C:16]([C:19]3[N:23]4[CH:24]=[C:25]([C:32]([N:34]5[CH2:39][CH2:38][CH2:37][CH2:36][CH2:35]5)=[O:33])[N:26]=[C:27](S(C)(=O)=O)[C:22]4=[N:21][CH:20]=3)=[CH:15][CH:14]=2)[CH2:10][CH2:9]1.[O:41]1[CH2:46][CH2:45][CH:44]([CH2:47][NH2:48])[CH2:43][CH2:42]1.O, predict the reaction product. (3) Given the reactants [Cl:1][C:2]1[N:3]=[C:4](Cl)[C:5]2[CH:10]=[CH:9][N:8]([S:11]([C:14]3[CH:19]=[CH:18][C:17]([CH3:20])=[CH:16][CH:15]=3)(=[O:13])=[O:12])[C:6]=2[N:7]=1.[NH2:22][C:23]1[CH:31]=[C:30]([F:32])[C:29]([F:33])=[CH:28][C:24]=1[C:25]([NH2:27])=[O:26], predict the reaction product. The product is: [Cl:1][C:2]1[N:3]=[C:4]([NH:22][C:23]2[CH:31]=[C:30]([F:32])[C:29]([F:33])=[CH:28][C:24]=2[C:25]([NH2:27])=[O:26])[C:5]2[CH:10]=[CH:9][N:8]([S:11]([C:14]3[CH:19]=[CH:18][C:17]([CH3:20])=[CH:16][CH:15]=3)(=[O:13])=[O:12])[C:6]=2[N:7]=1. (4) The product is: [Cl:50][C:51]1[CH:52]=[CH:53][C:54]2[O:63][C:62]3[C:61](=[O:64])[NH:60][C:59]([C@@H:65]4[CH2:69][C@@H:68]([F:70])[CH2:67][NH:66]4)=[N:58][C:57]=3[C:55]=2[CH:56]=1. Given the reactants BrC1C=CC2OC3C(=O)NC(C4CCNCC4)=NC=3C=2C=1.BrC1C=CC2OC3C(=O)NC(C4CCN(C(OC(C)(C)C)=O)CC4)=NC=3C=2C=1.[Cl:50][C:51]1[CH:52]=[CH:53][C:54]2[O:63][C:62]3[C:61](=[O:64])[NH:60][C:59]([C@@H:65]4[CH2:69][C@@H:68]([F:70])[CH2:67][N:66]4C(OC(C)(C)C)=O)=[N:58][C:57]=3[C:55]=2[CH:56]=1, predict the reaction product. (5) Given the reactants [C:1]([O:4][C@H:5]1[C@@H:9]([O:10][C:11](=[O:13])[CH3:12])[C@H:8]([N:14]2[CH:22]=[N:21][C:20]3[C:15]2=[N:16][C:17]([C:24]#[N:25])=[N:18][C:19]=3Cl)[O:7][C@@H:6]1[CH2:26][O:27][C:28](=[O:30])[CH3:29])(=[O:3])[CH3:2].[CH3:31][C:32]1[CH:33]=[C:34]([CH:38]([C:41]2[CH:46]=[CH:45][CH:44]=[C:43]([CH3:47])[CH:42]=2)[CH2:39][NH2:40])[CH:35]=[CH:36][CH:37]=1, predict the reaction product. The product is: [C:1]([O:4][C@H:5]1[C@@H:9]([O:10][C:11](=[O:13])[CH3:12])[C@H:8]([N:14]2[CH:22]=[N:21][C:20]3[C:15]2=[N:16][C:17]([C:24]#[N:25])=[N:18][C:19]=3[NH:40][CH2:39][CH:38]([C:34]2[CH:35]=[CH:36][CH:37]=[C:32]([CH3:31])[CH:33]=2)[C:41]2[CH:46]=[CH:45][CH:44]=[C:43]([CH3:47])[CH:42]=2)[O:7][C@@H:6]1[CH2:26][O:27][C:28](=[O:30])[CH3:29])(=[O:3])[CH3:2]. (6) Given the reactants [CH2:1]([N:3]1[CH2:8][CH2:7][CH:6]([CH2:9][OH:10])[CH2:5][CH2:4]1)[CH3:2].[H-].[Na+].F[C:14]1[CH:19]=[CH:18][C:17]([N+:20]([O-])=O)=[C:16]([CH3:23])[CH:15]=1, predict the reaction product. The product is: [CH2:1]([N:3]1[CH2:8][CH2:7][CH:6]([CH2:9][O:10][C:14]2[CH:19]=[CH:18][C:17]([NH2:20])=[C:16]([CH3:23])[CH:15]=2)[CH2:5][CH2:4]1)[CH3:2]. (7) Given the reactants [CH3:1][C:2]1[CH:7]=[C:6]([N+:8]([O-:10])=[O:9])[CH:5]=[CH:4][C:3]=1[N:11]=[C:12]1[S:16][CH2:15][C:14]2([CH2:20][CH2:19][CH2:18][CH2:17]2)[NH:13]1.[CH2:21](Br)[CH:22]=[CH2:23], predict the reaction product. The product is: [CH3:1][C:2]1[CH:7]=[C:6]([N+:8]([O-:10])=[O:9])[CH:5]=[CH:4][C:3]=1[N:11]=[C:12]1[S:16][CH2:15][C:14]2([CH2:17][CH2:18][CH2:19][CH2:20]2)[N:13]1[CH2:23][CH:22]=[CH2:21].